Dataset: Reaction yield outcomes from USPTO patents with 853,638 reactions. Task: Predict the reaction yield, written as a fraction of the theoretical maximum amount of product (1.0 means a 100% yield; for example, 0.34 means a 34% yield). (1) The reactants are [Cl:1][C:2]1[N:10]=[C:9]2[C:5]([N:6]=[CH:7][N:8]2[CH2:11][C:12]2[CH:17]=[CH:16][CH:15]=[C:14]([CH2:18][C:19]([O:21][CH3:22])=[O:20])[CH:13]=2)=[C:4]([NH2:23])[N:3]=1.[O:24]1[CH:29]=[CH:28][CH2:27][CH2:26][CH2:25]1.C(=O)([O-])O.[Na+]. The catalyst is C1COCC1.O.C1(C)C=CC(S(O)(=O)=O)=CC=1. The product is [Cl:1][C:2]1[N:10]=[C:9]2[C:5]([N:6]=[CH:7][N:8]2[CH2:11][C:12]2[CH:17]=[CH:16][CH:15]=[C:14]([CH2:18][C:19]([O:21][CH3:22])=[O:20])[CH:13]=2)=[C:4]([NH:23][CH:25]2[CH2:26][CH2:27][CH2:28][CH2:29][O:24]2)[N:3]=1. The yield is 0.990. (2) The reactants are [CH3:1][Si:2]([CH3:20])([CH3:19])[CH2:3][CH2:4][S:5]([N:8]1[C:16]2[C:11](=[CH:12][C:13]([CH2:17][OH:18])=[CH:14][CH:15]=2)[CH:10]=[CH:9]1)(=[O:7])=[O:6]. The catalyst is C(Cl)Cl.[O-2].[O-2].[Mn+4]. The product is [CH3:1][Si:2]([CH3:20])([CH3:19])[CH2:3][CH2:4][S:5]([N:8]1[C:16]2[C:11](=[CH:12][C:13]([CH:17]=[O:18])=[CH:14][CH:15]=2)[CH:10]=[CH:9]1)(=[O:7])=[O:6]. The yield is 0.800. (3) The reactants are [F:1][C:2]1[CH:10]=[C:9]([F:11])[CH:8]=[C:7]2[C:3]=1[CH:4]=[CH:5][NH:6]2.C([SiH](CC)CC)C.FC(F)(F)C(O)=O.C(=O)(O)[O-].[Na+]. The catalyst is ClCCl. The product is [F:1][C:2]1[CH:10]=[C:9]([F:11])[CH:8]=[C:7]2[C:3]=1[CH2:4][CH2:5][NH:6]2. The yield is 0.900. (4) The reactants are C([O:3][C:4](=[O:27])[C:5]([CH3:26])([CH3:25])[CH2:6][CH2:7][CH:8]([C:18]1[CH:23]=[CH:22][CH:21]=[CH:20][C:19]=1[Cl:24])[N:9]1[CH2:14][CH2:13][C:12]2[S:15][CH:16]=[CH:17][C:11]=2[CH2:10]1)C.C(O)C.[OH-].[K+]. The catalyst is O. The product is [ClH:24].[Cl:24][C:19]1[CH:20]=[CH:21][CH:22]=[CH:23][C:18]=1[CH:8]([N:9]1[CH2:14][CH2:13][C:12]2[S:15][CH:16]=[CH:17][C:11]=2[CH2:10]1)[CH2:7][CH2:6][C:5]([CH3:25])([CH3:26])[C:4]([OH:27])=[O:3]. The yield is 0.696. (5) The reactants are [C:1]([C:3]1[CH:4]=[C:5]([OH:9])[CH:6]=[CH:7][CH:8]=1)#[CH:2].Br[CH2:11][C:12]([NH2:14])=[O:13].C([O-])([O-])=O.[K+].[K+]. The catalyst is CC(C)=O. The product is [C:1]([C:3]1[CH:4]=[C:5]([CH:6]=[CH:7][CH:8]=1)[O:9][CH2:11][C:12]([NH2:14])=[O:13])#[CH:2]. The yield is 0.900. (6) The reactants are Cl[C:2]1[C:7]([CH3:8])=[C:6]([Cl:9])[N:5]=[CH:4][N:3]=1.[NH2:10][C:11]1[CH:16]=[CH:15][CH:14]=[CH:13][CH:12]=1.Cl. The catalyst is C(O)(C)C. The product is [Cl:9][C:6]1[N:5]=[CH:4][N:3]=[C:2]([NH:10][C:11]2[CH:16]=[CH:15][CH:14]=[CH:13][CH:12]=2)[C:7]=1[CH3:8]. The yield is 0.670. (7) The reactants are O=[C:2]([CH3:8])[CH2:3][C:4]([O:6][CH3:7])=[O:5].[CH3:9][NH2:10].CO. The catalyst is CO. The product is [CH3:9][NH:10][C:2]([CH3:8])=[CH:3][C:4]([O:6][CH3:7])=[O:5]. The yield is 0.970. (8) The reactants are [Cl-].[CH3:2][O:3]C[P+](C1C=CC=CC=1)(C1C=CC=CC=1)C1C=CC=CC=1.CC(C)([O-])C.[K+].[CH2:30]([O:37][C:38]([N:40]1[CH:45]2[CH2:46][CH2:47][CH:41]1[CH2:42][C:43](=O)[CH2:44]2)=[O:39])[C:31]1[CH:36]=[CH:35][CH:34]=[CH:33][CH:32]=1.Cl. The catalyst is O1CCCC1.O. The product is [CH2:30]([O:37][C:38]([N:40]1[CH:45]2[CH2:46][CH2:47][CH:41]1[CH2:42][CH:43]([CH:2]=[O:3])[CH2:44]2)=[O:39])[C:31]1[CH:36]=[CH:35][CH:34]=[CH:33][CH:32]=1. The yield is 0.420. (9) The reactants are [O:1]1[C:5]2[CH:6]=[CH:7][CH:8]=[CH:9][C:4]=2[CH:3]=[C:2]1[C:10]([NH:12][C:13]1[S:14][CH:15]=[C:16](OS(C(F)(F)F)(=O)=O)[C:17]=1[C:18]([O:20]C(C)(C)C)=[O:19])=[O:11].[CH3:33][C:34]1[CH:35]=[CH:36][C:37](B(O)O)=[C:38]2[C:43]=1[N:42]=[CH:41][CH:40]=[CH:39]2.C(=O)([O-])[O-].[Na+].[Na+].C(O)C. The catalyst is C1C=CC([P]([Pd]([P](C2C=CC=CC=2)(C2C=CC=CC=2)C2C=CC=CC=2)([P](C2C=CC=CC=2)(C2C=CC=CC=2)C2C=CC=CC=2)[P](C2C=CC=CC=2)(C2C=CC=CC=2)C2C=CC=CC=2)(C2C=CC=CC=2)C2C=CC=CC=2)=CC=1.O.C1(C)C=CC=CC=1. The product is [O:1]1[C:5]2[CH:6]=[CH:7][CH:8]=[CH:9][C:4]=2[CH:3]=[C:2]1[C:10]([NH:12][C:13]1[S:14][CH:15]=[C:16]([C:37]2[CH:36]=[CH:35][C:34]([CH3:33])=[C:43]3[C:38]=2[CH:39]=[CH:40][CH:41]=[N:42]3)[C:17]=1[C:18]([OH:20])=[O:19])=[O:11]. The yield is 0.310. (10) The reactants are [Cl:1][C:2]1[CH:6]=[N:5][N:4]([CH3:7])[C:3]=1[C:8]1[CH:9]=[C:10]([NH2:23])[CH:11]=[CH:12][C:13]=1[O:14][CH2:15][CH2:16][N:17]1[CH2:22][CH2:21][O:20][CH2:19][CH2:18]1.[F:24][C:25]1[CH:26]=[C:27]([CH:31]=[CH:32][C:33]=1[CH3:34])[C:28](Cl)=[O:29].C(N(CC)CC)C. The catalyst is C(Cl)Cl. The product is [Cl:1][C:2]1[CH:6]=[N:5][N:4]([CH3:7])[C:3]=1[C:8]1[CH:9]=[C:10]([NH:23][C:28](=[O:29])[C:27]2[CH:31]=[CH:32][C:33]([CH3:34])=[C:25]([F:24])[CH:26]=2)[CH:11]=[CH:12][C:13]=1[O:14][CH2:15][CH2:16][N:17]1[CH2:18][CH2:19][O:20][CH2:21][CH2:22]1. The yield is 0.140.